From a dataset of NCI-60 drug combinations with 297,098 pairs across 59 cell lines. Regression. Given two drug SMILES strings and cell line genomic features, predict the synergy score measuring deviation from expected non-interaction effect. (1) Drug 1: CCCCC(=O)OCC(=O)C1(CC(C2=C(C1)C(=C3C(=C2O)C(=O)C4=C(C3=O)C=CC=C4OC)O)OC5CC(C(C(O5)C)O)NC(=O)C(F)(F)F)O. Drug 2: CC(C)NC(=O)C1=CC=C(C=C1)CNNC.Cl. Cell line: NCI-H322M. Synergy scores: CSS=11.1, Synergy_ZIP=-4.54, Synergy_Bliss=-1.40, Synergy_Loewe=-8.93, Synergy_HSA=-2.12. (2) Drug 1: CC12CCC3C(C1CCC2=O)CC(=C)C4=CC(=O)C=CC34C. Drug 2: CC(C)CN1C=NC2=C1C3=CC=CC=C3N=C2N. Cell line: UACC-257. Synergy scores: CSS=49.2, Synergy_ZIP=6.07, Synergy_Bliss=6.05, Synergy_Loewe=5.22, Synergy_HSA=4.79. (3) Drug 1: CC1C(C(CC(O1)OC2CC(CC3=C2C(=C4C(=C3O)C(=O)C5=C(C4=O)C(=CC=C5)OC)O)(C(=O)CO)O)N)O.Cl. Drug 2: CCN(CC)CCCC(C)NC1=C2C=C(C=CC2=NC3=C1C=CC(=C3)Cl)OC. Cell line: SR. Synergy scores: CSS=66.1, Synergy_ZIP=-0.146, Synergy_Bliss=-1.94, Synergy_Loewe=-4.81, Synergy_HSA=-1.51. (4) Drug 1: C1=NC2=C(N1)C(=S)N=C(N2)N. Drug 2: CCCCCOC(=O)NC1=NC(=O)N(C=C1F)C2C(C(C(O2)C)O)O. Cell line: MALME-3M. Synergy scores: CSS=5.19, Synergy_ZIP=-7.61, Synergy_Bliss=-1.95, Synergy_Loewe=-16.0, Synergy_HSA=-4.10. (5) Drug 1: CC12CCC(CC1=CCC3C2CCC4(C3CC=C4C5=CN=CC=C5)C)O. Drug 2: CN(C)C1=NC(=NC(=N1)N(C)C)N(C)C. Cell line: RPMI-8226. Synergy scores: CSS=27.7, Synergy_ZIP=8.44, Synergy_Bliss=8.48, Synergy_Loewe=-30.6, Synergy_HSA=0.675. (6) Cell line: IGROV1. Drug 2: CNC(=O)C1=NC=CC(=C1)OC2=CC=C(C=C2)NC(=O)NC3=CC(=C(C=C3)Cl)C(F)(F)F. Drug 1: C1=NC(=NC(=O)N1C2C(C(C(O2)CO)O)O)N. Synergy scores: CSS=12.5, Synergy_ZIP=-3.40, Synergy_Bliss=0.472, Synergy_Loewe=-21.9, Synergy_HSA=0.507. (7) Drug 1: CC(C)(C#N)C1=CC(=CC(=C1)CN2C=NC=N2)C(C)(C)C#N. Drug 2: CC1CCC2CC(C(=CC=CC=CC(CC(C(=O)C(C(C(=CC(C(=O)CC(OC(=O)C3CCCCN3C(=O)C(=O)C1(O2)O)C(C)CC4CCC(C(C4)OC)O)C)C)O)OC)C)C)C)OC. Cell line: NCI-H522. Synergy scores: CSS=-7.30, Synergy_ZIP=3.70, Synergy_Bliss=-0.822, Synergy_Loewe=-8.38, Synergy_HSA=-8.38. (8) Drug 1: C1=NC2=C(N=C(N=C2N1C3C(C(C(O3)CO)O)O)F)N. Drug 2: CC1=C(N=C(N=C1N)C(CC(=O)N)NCC(C(=O)N)N)C(=O)NC(C(C2=CN=CN2)OC3C(C(C(C(O3)CO)O)O)OC4C(C(C(C(O4)CO)O)OC(=O)N)O)C(=O)NC(C)C(C(C)C(=O)NC(C(C)O)C(=O)NCCC5=NC(=CS5)C6=NC(=CS6)C(=O)NCCC[S+](C)C)O. Cell line: HS 578T. Synergy scores: CSS=27.8, Synergy_ZIP=1.77, Synergy_Bliss=2.45, Synergy_Loewe=-8.49, Synergy_HSA=2.27.